Dataset: NCI-60 drug combinations with 297,098 pairs across 59 cell lines. Task: Regression. Given two drug SMILES strings and cell line genomic features, predict the synergy score measuring deviation from expected non-interaction effect. (1) Drug 1: C1=C(C(=O)NC(=O)N1)N(CCCl)CCCl. Drug 2: CC1C(C(=O)NC(C(=O)N2CCCC2C(=O)N(CC(=O)N(C(C(=O)O1)C(C)C)C)C)C(C)C)NC(=O)C3=C4C(=C(C=C3)C)OC5=C(C(=O)C(=C(C5=N4)C(=O)NC6C(OC(=O)C(N(C(=O)CN(C(=O)C7CCCN7C(=O)C(NC6=O)C(C)C)C)C)C(C)C)C)N)C. Cell line: ACHN. Synergy scores: CSS=46.4, Synergy_ZIP=-5.19, Synergy_Bliss=-9.93, Synergy_Loewe=-9.30, Synergy_HSA=-9.36. (2) Drug 1: CN(C)C1=NC(=NC(=N1)N(C)C)N(C)C. Drug 2: C1CC(C1)(C(=O)O)C(=O)O.[NH2-].[NH2-].[Pt+2]. Cell line: A549. Synergy scores: CSS=18.0, Synergy_ZIP=2.96, Synergy_Bliss=3.56, Synergy_Loewe=-20.0, Synergy_HSA=0.363. (3) Drug 1: C1CC(CCC1OC2=C(C(=CC=C2)Cl)F)(CC3=NC(=CC=C3)NC4=NC=CS4)C(=O)O. Drug 2: CCC1(C2=C(COC1=O)C(=O)N3CC4=CC5=C(C=CC(=C5CN(C)C)O)N=C4C3=C2)O. Cell line: OVCAR3. Synergy scores: CSS=67.5, Synergy_ZIP=-3.37, Synergy_Bliss=-8.58, Synergy_Loewe=-23.5, Synergy_HSA=-4.07. (4) Drug 1: CC1=C2C(C(=O)C3(C(CC4C(C3C(C(C2(C)C)(CC1OC(=O)C(C(C5=CC=CC=C5)NC(=O)OC(C)(C)C)O)O)OC(=O)C6=CC=CC=C6)(CO4)OC(=O)C)OC)C)OC. Drug 2: CC(C)(C#N)C1=CC(=CC(=C1)CN2C=NC=N2)C(C)(C)C#N. Cell line: NCI-H460. Synergy scores: CSS=56.9, Synergy_ZIP=12.8, Synergy_Bliss=8.27, Synergy_Loewe=-6.15, Synergy_HSA=8.47. (5) Drug 1: CCC1(CC2CC(C3=C(CCN(C2)C1)C4=CC=CC=C4N3)(C5=C(C=C6C(=C5)C78CCN9C7C(C=CC9)(C(C(C8N6C)(C(=O)OC)O)OC(=O)C)CC)OC)C(=O)OC)O.OS(=O)(=O)O. Drug 2: CCCCCOC(=O)NC1=NC(=O)N(C=C1F)C2C(C(C(O2)C)O)O. Cell line: HOP-92. Synergy scores: CSS=-1.01, Synergy_ZIP=-0.0256, Synergy_Bliss=-2.34, Synergy_Loewe=-3.44, Synergy_HSA=-4.20.